From a dataset of Reaction yield outcomes from USPTO patents with 853,638 reactions. Predict the reaction yield, written as a fraction of the theoretical maximum amount of product (1.0 means a 100% yield; for example, 0.34 means a 34% yield). The reactants are [BH4-].[Na+].Cl[CH:4]([CH3:27])[C:5]([C:7]1[CH:12]=[CH:11][C:10]([NH:13][C:14](=[O:26])[CH2:15][C:16]2[CH:21]=[CH:20][C:19]([O:22][CH3:23])=[C:18]([O:24][CH3:25])[CH:17]=2)=[CH:9][CH:8]=1)=[O:6].[OH-].[Na+]. The catalyst is CO. The product is [CH3:25][O:24][C:18]1[CH:17]=[C:16]([CH2:15][C:14]([NH:13][C:10]2[CH:11]=[CH:12][C:7]([CH:5]3[CH:4]([CH3:27])[O:6]3)=[CH:8][CH:9]=2)=[O:26])[CH:21]=[CH:20][C:19]=1[O:22][CH3:23]. The yield is 0.940.